From a dataset of Reaction yield outcomes from USPTO patents with 853,638 reactions. Predict the reaction yield, written as a fraction of the theoretical maximum amount of product (1.0 means a 100% yield; for example, 0.34 means a 34% yield). The reactants are C(O)(C(F)(F)F)=O.[Br:8][C:9]1[CH:29]=[CH:28][C:12]2[O:13][CH2:14][C:15](O)([CH3:26])[C:16]3[S:20][C:19]([C:21]([O:23][CH2:24][CH3:25])=[O:22])=[N:18][C:17]=3[C:11]=2[CH:10]=1.[SiH](CC)(CC)CC. The catalyst is ClCCl. The product is [Br:8][C:9]1[CH:29]=[CH:28][C:12]2[O:13][CH2:14][CH:15]([CH3:26])[C:16]3[S:20][C:19]([C:21]([O:23][CH2:24][CH3:25])=[O:22])=[N:18][C:17]=3[C:11]=2[CH:10]=1. The yield is 0.730.